Dataset: CYP2D6 inhibition data for predicting drug metabolism from PubChem BioAssay. Task: Regression/Classification. Given a drug SMILES string, predict its absorption, distribution, metabolism, or excretion properties. Task type varies by dataset: regression for continuous measurements (e.g., permeability, clearance, half-life) or binary classification for categorical outcomes (e.g., BBB penetration, CYP inhibition). Dataset: cyp2d6_veith. The compound is Cc1ccc(-c2nc3ccccc3[nH]2)cc1NC(=O)c1sc2ccccc2c1Cl. The result is 0 (non-inhibitor).